This data is from Peptide-MHC class I binding affinity with 185,985 pairs from IEDB/IMGT. The task is: Regression. Given a peptide amino acid sequence and an MHC pseudo amino acid sequence, predict their binding affinity value. This is MHC class I binding data. (1) The peptide sequence is FEGPSGVKW. The MHC is Mamu-B17 with pseudo-sequence Mamu-B17. The binding affinity (normalized) is 0.378. (2) The MHC is HLA-A24:02 with pseudo-sequence HLA-A24:02. The binding affinity (normalized) is 0. The peptide sequence is EVIPMFSAL. (3) The peptide sequence is AFKVPGVKTV. The MHC is HLA-A23:01 with pseudo-sequence HLA-A23:01. The binding affinity (normalized) is 0. (4) The peptide sequence is IMYDSGAKY. The MHC is HLA-B15:01 with pseudo-sequence HLA-B15:01. The binding affinity (normalized) is 0.674. (5) The peptide sequence is NRYFYCQL. The MHC is HLA-A68:02 with pseudo-sequence HLA-A68:02. The binding affinity (normalized) is 0. (6) The peptide sequence is ITATFTAPL. The MHC is Mamu-A01 with pseudo-sequence Mamu-A01. The binding affinity (normalized) is 1.00. (7) The peptide sequence is TILGIGTVL. The MHC is HLA-A11:01 with pseudo-sequence HLA-A11:01. The binding affinity (normalized) is 0.